From a dataset of Forward reaction prediction with 1.9M reactions from USPTO patents (1976-2016). Predict the product of the given reaction. (1) Given the reactants [OH:1][C:2]1[CH:3]=[C:4]([NH:27][C:28]2[CH:29]=[CH:30][C:31]([OH:34])=[N:32][CH:33]=2)[CH:5]=[C:6]([C:8]2[CH:16]=[CH:15][CH:14]=[C:13]3[C:9]=2[CH:10]=[CH:11][N:12]3[Si](C(C)C)(C(C)C)C(C)C)[CH:7]=1, predict the reaction product. The product is: [OH:1][C:2]1[CH:3]=[C:4]([NH:27][C:28]2[CH:29]=[CH:30][C:31]([OH:34])=[N:32][CH:33]=2)[CH:5]=[C:6]([C:8]2[CH:16]=[CH:15][CH:14]=[C:13]3[C:9]=2[CH:10]=[CH:11][NH:12]3)[CH:7]=1. (2) The product is: [F:1][C:2]1[CH:7]=[CH:6][CH:5]=[CH:4][C:3]=1[NH:8][S:9]([C:12]1[CH:20]=[CH:19][CH:18]=[C:14]([C:15]([N:26]2[CH2:25][CH2:24][N:23]3[CH2:27][CH2:28][CH2:29][C@@H:22]3[CH2:21]2)=[O:17])[CH:13]=1)(=[O:10])=[O:11]. Given the reactants [F:1][C:2]1[CH:7]=[CH:6][CH:5]=[CH:4][C:3]=1[NH:8][S:9]([C:12]1[CH:13]=[C:14]([CH:18]=[CH:19][CH:20]=1)[C:15]([OH:17])=O)(=[O:11])=[O:10].[CH2:21]1[NH:26][CH2:25][CH2:24][N:23]2[CH2:27][CH2:28][CH2:29][C@H:22]12, predict the reaction product. (3) Given the reactants [CH2:1]([C:3]1[CH:8]=[CH:7][CH:6]=[C:5]([CH2:9][CH3:10])[C:4]=1[C:11]1[CH:12]=[C:13]2[C:19]([CH2:20][CH:21]([CH2:24][CH2:25][CH3:26])[CH2:22][OH:23])=[CH:18][N:17]([C:27]3[CH:32]=[CH:31][C:30]([CH:33]([CH3:35])[CH3:34])=[CH:29][CH:28]=3)[C:14]2=[CH:15][N:16]=1)[CH3:2].CCN(CC)CC.[CH:43]([N:46]=[C:47]=[O:48])([CH3:45])[CH3:44], predict the reaction product. The product is: [CH2:9]([C:5]1[CH:6]=[CH:7][CH:8]=[C:3]([CH2:1][CH3:2])[C:4]=1[C:11]1[CH:12]=[C:13]2[C:19]([CH2:20][CH:21]([CH2:24][CH2:25][CH3:26])[CH2:22][O:23][C:47](=[O:48])[NH:46][CH:43]([CH3:45])[CH3:44])=[CH:18][N:17]([C:27]3[CH:28]=[CH:29][C:30]([CH:33]([CH3:35])[CH3:34])=[CH:31][CH:32]=3)[C:14]2=[CH:15][N:16]=1)[CH3:10]. (4) Given the reactants [C:1]([O:4][C@H:5]([C:8]#[C:9][C:10]#[C:11][C@H:12]([NH2:22])[CH2:13][CH2:14][CH2:15][CH2:16][CH2:17][CH2:18][CH2:19][CH2:20][CH3:21])[CH:6]=[CH2:7])(=[O:3])[CH3:2].[C:23](Cl)(Cl)=[S:24], predict the reaction product. The product is: [C:1]([O:4][C@H:5]([C:8]#[C:9][C:10]#[C:11][C@H:12]([N:22]=[C:23]=[S:24])[CH2:13][CH2:14][CH2:15][CH2:16][CH2:17][CH2:18][CH2:19][CH2:20][CH3:21])[CH:6]=[CH2:7])(=[O:3])[CH3:2]. (5) Given the reactants S(=O)(=O)(OC[C@H]1C[C@@H](N[C:11]2[C:16]([C:17]([C:19]3[S:20][C:21]([CH3:35])=[C:22]([C@H:24]4[C:33]5[C:28](=[CH:29][CH:30]=[C:31]([Cl:34])[CH:32]=5)[CH2:27][CH2:26][O:25]4)[CH:23]=3)=[O:18])=[CH:15][N:14]=[CH:13][N:12]=2)C[C@@H]1O)N.C(Cl)[Cl:40], predict the reaction product. The product is: [Cl:34][C:31]1[CH:32]=[C:33]2[C:28]([CH2:27][CH2:26][O:25][C@H:24]2[C:22]2[CH:23]=[C:19]([C:17]([C:16]3[C:11]([Cl:40])=[N:12][CH:13]=[N:14][CH:15]=3)=[O:18])[S:20][C:21]=2[CH3:35])=[CH:29][CH:30]=1. (6) Given the reactants Cl.[CH2:2]([C:4]1([N:14]([CH3:16])[CH3:15])[CH2:13][CH2:12][C:7]2(OCC[O:8]2)[CH2:6][CH2:5]1)[CH3:3], predict the reaction product. The product is: [CH3:15][N:14]([CH3:16])[C:4]1([CH2:2][CH3:3])[CH2:13][CH2:12][C:7](=[O:8])[CH2:6][CH2:5]1.